The task is: Predict the product of the given reaction.. This data is from Forward reaction prediction with 1.9M reactions from USPTO patents (1976-2016). (1) Given the reactants Br[C:2]1[CH:7]=[CH:6][C:5]([N+:8]([O-:10])=[O:9])=[CH:4][C:3]=1[Cl:11].[CH2:12]([N:14]([CH2:17][CH3:18])[CH2:15][CH3:16])[CH3:13].[C:19](#N)C, predict the reaction product. The product is: [Cl:11][C:3]1[CH:4]=[C:5]([N+:8]([O-:10])=[O:9])[CH:6]=[CH:7][C:2]=1[C:19]#[C:13][CH2:12][N:14]([CH2:17][CH3:18])[CH2:15][CH3:16]. (2) Given the reactants [F:1][CH:2]([F:20])[O:3][C:4]1[C:9]2[O:10][C:11]3[CH:16]=[CH:15][N+:14]([O-])=[CH:13][C:12]=3[C:8]=2[C:7]([CH:18]=[O:19])=[CH:6][CH:5]=1, predict the reaction product. The product is: [F:20][CH:2]([F:1])[O:3][C:4]1[C:9]2[O:10][C:11]3[CH:16]=[CH:15][N:14]=[CH:13][C:12]=3[C:8]=2[C:7]([CH:18]=[O:19])=[CH:6][CH:5]=1.